The task is: Predict the reaction yield, written as a fraction of the theoretical maximum amount of product (1.0 means a 100% yield; for example, 0.34 means a 34% yield).. This data is from Reaction yield outcomes from USPTO patents with 853,638 reactions. (1) The reactants are [O:1]1[CH2:6][CH2:5][O:4][C:3]2[CH:7]=[C:8]([C:11]3[C:12]([CH3:30])=[C:13]([CH:27]=[CH:28][CH:29]=3)[CH2:14][O:15][C:16]3[C:23]([CH2:24][CH3:25])=[CH:22][C:19]([CH:20]=[O:21])=[C:18]([OH:26])[CH:17]=3)[CH:9]=[CH:10][C:2]1=2.Br[CH2:32][C:33]1[CH:34]=[C:35]([CH:38]=[CH:39][CH:40]=1)[C:36]#[N:37].C(=O)([O-])[O-].[Cs+].[Cs+].O. The catalyst is CN(C=O)C. The product is [O:1]1[CH2:6][CH2:5][O:4][C:3]2[CH:7]=[C:8]([C:11]3[C:12]([CH3:30])=[C:13]([CH:27]=[CH:28][CH:29]=3)[CH2:14][O:15][C:16]3[C:23]([CH2:24][CH3:25])=[CH:22][C:19]([CH:20]=[O:21])=[C:18]([CH:17]=3)[O:26][CH2:32][C:33]3[CH:34]=[C:35]([CH:38]=[CH:39][CH:40]=3)[C:36]#[N:37])[CH:9]=[CH:10][C:2]1=2. The yield is 0.870. (2) The reactants are C1(P(C2C=CC=CC=2)C2C=CC=CC=2)C=CC=CC=1.BrN1C(=O)CCC1=O.[Cl:28][C:29]1[CH:30]=[C:31]([C@@H:39]([CH2:43][CH:44]2[CH2:48][CH2:47][CH2:46][CH2:45]2)[C:40]([OH:42])=O)[CH:32]=[CH:33][C:34]=1[S:35]([CH3:38])(=[O:37])=[O:36].[NH2:49][C:50]1[S:51][C:52]2[CH:58]=[CH:57][CH:56]=[CH:55][C:53]=2[N:54]=1.N1C=CC=CC=1. The catalyst is C(Cl)Cl.O. The product is [S:51]1[C:52]2[CH:58]=[CH:57][CH:56]=[CH:55][C:53]=2[N:54]=[C:50]1[NH:49][C:40](=[O:42])[C@@H:39]([C:31]1[CH:32]=[CH:33][C:34]([S:35]([CH3:38])(=[O:36])=[O:37])=[C:29]([Cl:28])[CH:30]=1)[CH2:43][CH:44]1[CH2:48][CH2:47][CH2:46][CH2:45]1. The yield is 0.730. (3) The reactants are [OH:1][C:2]1[CH:7]=[C:6]([CH3:8])[C:5]([S:9][CH3:10])=[CH:4][C:3]=1[C:11](=[O:13])[CH3:12].Cl[C:15]1[C:24]2[C:19](=[CH:20][C:21]([O:27][CH3:28])=[C:22]([O:25][CH3:26])[CH:23]=2)[N:18]=[CH:17][CH:16]=1.O. The catalyst is CN(C)C1C=CN=CC=1.ClC1C=CC=CC=1Cl. The product is [CH3:26][O:25][C:22]1[CH:23]=[C:24]2[C:19](=[CH:20][C:21]=1[O:27][CH3:28])[N:18]=[CH:17][CH:16]=[C:15]2[O:1][C:2]1[CH:7]=[C:6]([CH3:8])[C:5]([S:9][CH3:10])=[CH:4][C:3]=1[C:11](=[O:13])[CH3:12]. The yield is 0.300. (4) The reactants are NC1(C2C=CC(C3C(=O)C4C(=CC=C(F)C=4)OC=3C3C=CC=CC=3)=CC=2)CCC1.C(OC(=O)[NH:36][C:37]1([C:41]2[CH:46]=[CH:45][C:44]([C:47]3[C:48](=[O:68])[C:49]4[CH:50]=[CH:51][C:52]5[C:53](=[N:63][N:64]([CH2:66][CH3:67])[CH:65]=5)[C:54]=4[O:55][C:56]=3[C:57]3[CH:62]=[CH:61][CH:60]=[CH:59][CH:58]=3)=[CH:43][CH:42]=2)[CH2:40][CH2:39][CH2:38]1)(C)(C)C.C(O)(C(F)(F)F)=O.[ClH:77]. The catalyst is CO.O. The product is [ClH:77].[NH2:36][C:37]1([C:41]2[CH:42]=[CH:43][C:44]([C:47]3[C:48](=[O:68])[C:49]4[CH:50]=[CH:51][C:52]5[C:53](=[N:63][N:64]([CH2:66][CH3:67])[CH:65]=5)[C:54]=4[O:55][C:56]=3[C:57]3[CH:62]=[CH:61][CH:60]=[CH:59][CH:58]=3)=[CH:45][CH:46]=2)[CH2:40][CH2:39][CH2:38]1. The yield is 0.810. (5) The reactants are [NH2:1][C@H:2]([CH2:22][C:23]1[CH:28]=[C:27]([F:29])[C:26]([F:30])=[CH:25][C:24]=1[F:31])[CH2:3][C:4]([N:6]1[CH2:11][CH2:10][N:9]2[C:12]([C:18]([F:21])([F:20])[F:19])=[N:13][C:14]([C:15]([OH:17])=[O:16])=[C:8]2[CH2:7]1)=[O:5].[OH-].[Li+:33]. The catalyst is CO. The product is [NH2:1][C@H:2]([CH2:22][C:23]1[CH:28]=[C:27]([F:29])[C:26]([F:30])=[CH:25][C:24]=1[F:31])[CH2:3][C:4]([N:6]1[CH2:11][CH2:10][N:9]2[C:12]([C:18]([F:21])([F:19])[F:20])=[N:13][C:14]([C:15]([O-:17])=[O:16])=[C:8]2[CH2:7]1)=[O:5].[Li+:33]. The yield is 0.986. (6) The reactants are [CH2:1]([NH:3][C:4]([C:6]1[CH:7]=[C:8]([CH:12]=[CH:13][CH:14]=1)[C:9](O)=[O:10])=[O:5])[CH3:2].CN(C(ON1N=NC2C=CC=NC1=2)=[N+](C)C)C.F[P-](F)(F)(F)(F)F.CCN(C(C)C)C(C)C.[NH2:48][CH2:49][CH2:50][CH:51]1[CH2:56][CH2:55][N:54]([C:57]2[C:58]3[S:65][C:64]([C:66]([NH2:68])=[O:67])=[CH:63][C:59]=3[N:60]=[CH:61][N:62]=2)[CH2:53][CH2:52]1. The catalyst is CN(C=O)C. The product is [C:66]([C:64]1[S:65][C:58]2[C:57]([N:54]3[CH2:53][CH2:52][CH:51]([CH2:50][CH2:49][NH:48][C:9](=[O:10])[C:8]4[CH:12]=[CH:13][CH:14]=[C:6]([C:4]([NH:3][CH2:1][CH3:2])=[O:5])[CH:7]=4)[CH2:56][CH2:55]3)=[N:62][CH:61]=[N:60][C:59]=2[CH:63]=1)(=[O:67])[NH2:68]. The yield is 0.770. (7) The reactants are Br[C:2]1[C:14]2[C:13]3[C:8](=[CH:9][C:10]([C:15]([OH:18])([CH3:17])[CH3:16])=[CH:11][CH:12]=3)[NH:7][C:6]=2[C:5]([C:19]([NH2:21])=[O:20])=[CH:4][C:3]=1[Cl:22].[Cl:23][C:24]1[C:29](B2OC(C)(C)C(C)(C)O2)=[CH:28][CH:27]=[CH:26][C:25]=1/[N:39]=[C:40]1/[C:41]2[CH:51]=[CH:50][CH:49]=[CH:48][C:42]=2[N:43]([CH3:47])[C:44](=[O:46])[O:45]/1.CCO.C([O-])([O-])=O.[Na+].[Na+]. The catalyst is C1C=CC([P]([Pd]([P](C2C=CC=CC=2)(C2C=CC=CC=2)C2C=CC=CC=2)([P](C2C=CC=CC=2)(C2C=CC=CC=2)C2C=CC=CC=2)[P](C2C=CC=CC=2)(C2C=CC=CC=2)C2C=CC=CC=2)(C2C=CC=CC=2)C2C=CC=CC=2)=CC=1.C1(C)C=CC=CC=1. The product is [Cl:22][C:3]1[CH:4]=[C:5]([C:19]([NH2:21])=[O:20])[C:6]2[NH:7][C:8]3[C:13]([C:14]=2[C:2]=1[C:29]1[CH:28]=[CH:27][CH:26]=[C:25]([N:39]2[C:40](=[O:45])[C:41]4[C:42](=[CH:48][CH:49]=[CH:50][CH:51]=4)[N:43]([CH3:47])[C:44]2=[O:46])[C:24]=1[Cl:23])=[CH:12][CH:11]=[C:10]([C:15]([OH:18])([CH3:17])[CH3:16])[CH:9]=3. The yield is 0.0400. (8) The reactants are [F:1][C:2]1[CH:10]=[N:9][CH:8]=[CH:7][C:3]=1[C:4]([OH:6])=[O:5].[OH:11]O. The catalyst is C(O)(=O)C. The product is [F:1][C:2]1[CH:10]=[N+:9]([O-:11])[CH:8]=[CH:7][C:3]=1[C:4]([OH:6])=[O:5]. The yield is 1.00. (9) The reactants are [CH2:1]([N:8]1[C:13](=[O:14])[C:12]2[C:15]([CH3:18])=[N:16][S:17][C:11]=2[N:10]=[C:9]1[CH2:19][CH2:20][CH3:21])[C:2]1[CH:7]=[CH:6][CH:5]=[CH:4][CH:3]=1.C([O-])(=O)C.[Na+].[Br:27]Br.CCOC(C)=O. The catalyst is C(O)(=O)C. The product is [CH2:1]([N:8]1[C:13](=[O:14])[C:12]2[C:15]([CH3:18])=[N:16][S:17][C:11]=2[N:10]=[C:9]1[CH:19]([Br:27])[CH2:20][CH3:21])[C:2]1[CH:3]=[CH:4][CH:5]=[CH:6][CH:7]=1. The yield is 1.00. (10) The reactants are [NH2:1][C:2]1[CH:3]=[C:4]([CH:26]=[CH:27][C:28]=1[N:29]([CH3:31])[CH3:30])[C:5]([NH:7][C:8]1[C:13]([CH3:14])=[CH:12][C:11]([C:15]([F:24])([C:20]([F:23])([F:22])[F:21])[C:16]([F:19])([F:18])[F:17])=[CH:10][C:9]=1[CH3:25])=[O:6].C(=O)(O)[O-].[Na+].[C:37]([C:39]1[CH:47]=[CH:46][C:42]([C:43](Cl)=[O:44])=[CH:41][CH:40]=1)#[N:38]. The catalyst is C(OCC)(=O)C. The product is [C:37]([C:39]1[CH:47]=[CH:46][C:42]([C:43]([NH:1][C:2]2[CH:3]=[C:4]([CH:26]=[CH:27][C:28]=2[N:29]([CH3:31])[CH3:30])[C:5]([NH:7][C:8]2[C:13]([CH3:14])=[CH:12][C:11]([C:15]([F:24])([C:20]([F:21])([F:22])[F:23])[C:16]([F:18])([F:19])[F:17])=[CH:10][C:9]=2[CH3:25])=[O:6])=[O:44])=[CH:41][CH:40]=1)#[N:38]. The yield is 0.950.